Dataset: Full USPTO retrosynthesis dataset with 1.9M reactions from patents (1976-2016). Task: Predict the reactants needed to synthesize the given product. (1) Given the product [OH:8][C:7]([CH3:14])([C:15]([N:17]1[CH2:22][CH2:21][N:20]([CH3:23])[CH2:19][CH2:18]1)=[O:16])[CH2:6][CH2:5][C:4]1[C:9](=[O:25])[C:10]([CH3:13])=[C:11]([CH3:12])[C:2](=[O:1])[C:3]=1[CH3:24], predict the reactants needed to synthesize it. The reactants are: [OH:1][C:2]1[C:3]([CH3:24])=[C:4]2[C:9](=[C:10]([CH3:13])[C:11]=1[CH3:12])[O:8][C:7]([C:15]([N:17]1[CH2:22][CH2:21][N:20]([CH3:23])[CH2:19][CH2:18]1)=[O:16])([CH3:14])[CH2:6][CH2:5]2.[O:25]=[N+]([O-])[O-].[O-][N+](=O)[O-].[O-][N+](=O)[O-].[O-][N+](=O)[O-].[O-][N+](=O)[O-].[O-][N+](=O)[O-].[Ce+4].[NH4+].[NH4+]. (2) Given the product [Cl:1][C:2]1[CH:3]=[C:4]([C:8]2[CH:13]=[CH:12][C:11]([C:14]([NH:21][NH2:22])=[O:15])=[C:10]([O:18][CH3:19])[CH:9]=2)[CH:5]=[CH:6][CH:7]=1, predict the reactants needed to synthesize it. The reactants are: [Cl:1][C:2]1[CH:3]=[C:4]([C:8]2[CH:13]=[CH:12][C:11]([C:14](OC)=[O:15])=[C:10]([O:18][CH3:19])[CH:9]=2)[CH:5]=[CH:6][CH:7]=1.O.[NH2:21][NH2:22].O.